From a dataset of Forward reaction prediction with 1.9M reactions from USPTO patents (1976-2016). Predict the product of the given reaction. Given the reactants [Cl:1][C:2]1[CH:25]=[CH:24][CH:23]=[C:22]([F:26])[C:3]=1[O:4][C:5]1[CH2:9][N:8]([C@@H:10]([CH2:14][CH:15]2[CH2:20][CH2:19][CH2:18][CH2:17][CH2:16]2)[C:11](O)=[O:12])[C:7](=[O:21])[CH:6]=1.[CH3:27][O:28][C:29](=[O:37])[C:30]1[CH:35]=[CH:34][C:33]([NH2:36])=[N:32][CH:31]=1.F[P-](F)(F)(F)(F)F.Br[P+](N1CCCC1)(N1CCCC1)N1CCCC1.C(N(CC)C(C)C)(C)C, predict the reaction product. The product is: [CH3:27][O:28][C:29](=[O:37])[C:30]1[CH:35]=[CH:34][C:33]([NH:36][C:11](=[O:12])[C@@H:10]([N:8]2[CH2:9][C:5]([O:4][C:3]3[C:22]([F:26])=[CH:23][CH:24]=[CH:25][C:2]=3[Cl:1])=[CH:6][C:7]2=[O:21])[CH2:14][CH:15]2[CH2:20][CH2:19][CH2:18][CH2:17][CH2:16]2)=[N:32][CH:31]=1.